This data is from Forward reaction prediction with 1.9M reactions from USPTO patents (1976-2016). The task is: Predict the product of the given reaction. (1) Given the reactants [C:34]([O:33][C:31](=[O:32])[NH:30][CH2:29][CH2:28][CH2:27][C:26](=[O:38])[N:22]([CH2:21][CH2:20][S:19][S:19][CH2:20][CH2:21][N:22]([C:26](=[O:38])[CH2:27][CH2:28][CH2:29][NH:30][C:31]([O:33][C:34]([CH3:37])([CH3:36])[CH3:35])=[O:32])[CH2:23][CH2:24][OH:25])[CH2:23][CH2:24][OH:25])([CH3:37])([CH3:35])[CH3:36].C(P(CCCC)CCCC)CCC.[C:54]([O:58][C:59](=[O:76])[C:60]1[CH:65]=[C:64]([C:66]2[CH:71]=[C:70](Cl)[N:69]=[C:68]([NH2:73])[N:67]=2)[C:63]([CH3:74])=[CH:62][C:61]=1[CH3:75])([CH3:57])([CH3:56])[CH3:55].C(=O)([O-])[O-].[Cs+].[Cs+], predict the reaction product. The product is: [C:54]([O:58][C:59](=[O:76])[C:60]1[CH:65]=[C:64]([C:66]2[CH:71]=[C:70]([S:19][CH2:20][CH2:21][N:22]([C:26](=[O:38])[CH2:27][CH2:28][CH2:29][NH:30][C:31]([O:33][C:34]([CH3:35])([CH3:36])[CH3:37])=[O:32])[CH2:23][CH2:24][OH:25])[N:69]=[C:68]([NH2:73])[N:67]=2)[C:63]([CH3:74])=[CH:62][C:61]=1[CH3:75])([CH3:57])([CH3:56])[CH3:55]. (2) Given the reactants [C:1]([O:5][C:6]([N:8]([C:20]([O:22][C:23]([CH3:26])([CH3:25])[CH3:24])=[O:21])[C:9]1[C:10]([O:18][CH3:19])=[N:11][CH:12]=[C:13]([CH:17]=1)[C:14]([OH:16])=O)=[O:7])([CH3:4])([CH3:3])[CH3:2].CCN(C(C)C)C(C)C.CN([C:39]([O:43][N:44]1N=NC2C=CC=N[C:45]1=2)=[N+](C)C)C.F[P-](F)(F)(F)(F)F.Cl.CONC, predict the reaction product. The product is: [CH3:19][O:18][C:10]1[C:9]([N:8]([C:6]([O:5][C:1]([CH3:3])([CH3:2])[CH3:4])=[O:7])[C:20]([O:22][C:23]([CH3:26])([CH3:25])[CH3:24])=[O:21])=[CH:17][C:13]([C:14](=[O:16])[N:44]([O:43][CH3:39])[CH3:45])=[CH:12][N:11]=1. (3) Given the reactants [Cl:1][C:2]1[CH:3]=[C:4]2[C:9](=[CH:10][C:11]=1[O:12][C:13]1[CH:18]=[CH:17][C:16]([C:19](=[O:38])[NH:20][C:21]3[N:22]=[N:23][C:24]([C:27]4[CH:32]=[CH:31][C:30]([C:33]([F:36])([F:35])[F:34])=[CH:29][C:28]=4[Cl:37])=[CH:25][CH:26]=3)=[CH:15][CH:14]=1)[O:8][CH2:7][CH2:6][CH:5]2[C:39]([O:41]CC)=[O:40].[OH-].[Na+], predict the reaction product. The product is: [Cl:1][C:2]1[CH:3]=[C:4]2[C:9](=[CH:10][C:11]=1[O:12][C:13]1[CH:18]=[CH:17][C:16]([C:19](=[O:38])[NH:20][C:21]3[N:22]=[N:23][C:24]([C:27]4[CH:32]=[CH:31][C:30]([C:33]([F:36])([F:34])[F:35])=[CH:29][C:28]=4[Cl:37])=[CH:25][CH:26]=3)=[CH:15][CH:14]=1)[O:8][CH2:7][CH2:6][CH:5]2[C:39]([OH:41])=[O:40]. (4) Given the reactants [Br:1][C:2]1[CH:7]=[CH:6][C:5]([CH3:8])=[C:4]([N+:9]([O-:11])=[O:10])[CH:3]=1.N1C=CC=CC=1.[OH2:18].[Mn]([O-])(=O)(=O)=[O:20].[K+], predict the reaction product. The product is: [Br:1][C:2]1[CH:7]=[CH:6][C:5]([C:8]([OH:20])=[O:18])=[C:4]([N+:9]([O-:11])=[O:10])[CH:3]=1. (5) Given the reactants [CH3:1][N:2]1[CH:6]=[C:5]([C:7]2[C:15]3[C:10](=[N:11][CH:12]=[C:13](B4OC(C)(C)C(C)(C)O4)[CH:14]=3)[N:9]([CH2:25][O:26][CH2:27][CH2:28][Si:29]([CH3:32])([CH3:31])[CH3:30])[CH:8]=2)[CH:4]=[N:3]1.[CH2:33]([SH:36])[CH2:34][CH3:35].N1C=CC=CC=1, predict the reaction product. The product is: [CH3:1][N:2]1[CH:6]=[C:5]([C:7]2[C:15]3[C:10](=[N:11][CH:12]=[C:13]([S:36][CH2:33][CH2:34][CH3:35])[CH:14]=3)[N:9]([CH2:25][O:26][CH2:27][CH2:28][Si:29]([CH3:32])([CH3:31])[CH3:30])[CH:8]=2)[CH:4]=[N:3]1. (6) Given the reactants [CH3:1][N:2]1[C:6]([CH3:7])=[C:5]([C:8]#[N:9])[C:4](=[O:10])[N:3]1[CH3:11], predict the reaction product. The product is: [NH2:9][CH2:8][C:5]1[C:4](=[O:10])[N:3]([CH3:11])[N:2]([CH3:1])[C:6]=1[CH3:7]. (7) Given the reactants CN(C)C(=O)C.[F:7][C:8]1[CH:13]=[CH:12][CH:11]=[CH:10][C:9]=1[C:14](=O)[CH2:15][CH:16]([C:19]#[N:20])[C:17]#[N:18].C(N(CC)CC)C.C(O)=O, predict the reaction product. The product is: [F:7][C:8]1[CH:13]=[CH:12][CH:11]=[CH:10][C:9]=1[C:14]1[NH:18][CH:17]=[C:16]([C:19]#[N:20])[CH:15]=1. (8) The product is: [O:1]1[C:5]2[CH:6]=[CH:7][CH:8]=[CH:9][C:4]=2[CH:3]=[C:2]1[C:10]1[N:14]2[N:15]=[C:16]([NH:20][CH2:21][CH:22]([OH:30])[CH2:23][N:24]3[CH2:28][CH2:27][CH2:26][C:25]3=[O:29])[CH:17]=[CH:18][C:13]2=[N:12][CH:11]=1. Given the reactants [O:1]1[C:5]2[CH:6]=[CH:7][CH:8]=[CH:9][C:4]=2[CH:3]=[C:2]1[C:10]1[N:14]2[N:15]=[C:16](Cl)[CH:17]=[CH:18][C:13]2=[N:12][CH:11]=1.[NH2:20][CH2:21][CH:22]([OH:30])[CH2:23][N:24]1[CH2:28][CH2:27][CH2:26][C:25]1=[O:29], predict the reaction product.